Dataset: Catalyst prediction with 721,799 reactions and 888 catalyst types from USPTO. Task: Predict which catalyst facilitates the given reaction. (1) Reactant: [C:1]([C:3]1[CH:8]=[CH:7][C:6]([C:9]2[O:10][C:11]3[CH:17]=[CH:16][C:15]([OH:18])=[CH:14][C:12]=3[N:13]=2)=[CH:5][CH:4]=1)#[N:2].[CH2:19]([CH:21]1[O:23][CH2:22]1)Cl.[OH-].[K+].O. Product: [CH2:19]([O:18][C:15]1[CH:16]=[CH:17][C:11]2[O:10][C:9]([C:6]3[CH:7]=[CH:8][C:3]([C:1]#[N:2])=[CH:4][CH:5]=3)=[N:13][C:12]=2[CH:14]=1)[CH:21]1[O:23][CH2:22]1. The catalyst class is: 7. (2) The catalyst class is: 75. Product: [CH:11]1([CH2:10][C:9]([NH:8][C:4]2[CH:3]=[C:2]([B:15]3[O:19][C:18]([CH3:21])([CH3:20])[C:17]([CH3:23])([CH3:22])[O:16]3)[CH:7]=[CH:6][N:5]=2)=[O:14])[CH2:13][CH2:12]1. Reactant: Br[C:2]1[CH:7]=[CH:6][N:5]=[C:4]([NH:8][C:9](=[O:14])[CH2:10][CH:11]2[CH2:13][CH2:12]2)[CH:3]=1.[B:15]1([B:15]2[O:19][C:18]([CH3:21])([CH3:20])[C:17]([CH3:23])([CH3:22])[O:16]2)[O:19][C:18]([CH3:21])([CH3:20])[C:17]([CH3:23])([CH3:22])[O:16]1.C([O-])(=O)C.[K+]. (3) Reactant: [Cl:1][CH2:2][C@H:3]1[C:11]2[C:10]3[C:12]([CH3:15])=[CH:13][S:14][C:9]=3[C:8]([OH:16])=[CH:7][C:6]=2[NH:5][CH2:4]1.CCN=C=NCCCN(C)C.[NH:28]1[C:36]2[C:31](=[CH:32][CH:33]=[C:34]([C:37]([NH:39][C:40]3[C:48]4[C:43](=[CH:44][C:45]([C:49](O)=[O:50])=[CH:46][CH:47]=4)[NH:42][CH:41]=3)=[O:38])[CH:35]=2)[CH:30]=[CH:29]1. Product: [Cl:1][CH2:2][C@H:3]1[C:11]2[C:6](=[CH:7][C:8]([OH:16])=[C:9]3[S:14][CH:13]=[C:12]([CH3:15])[C:10]3=2)[N:5]([C:49]([C:45]2[CH:44]=[C:43]3[C:48]([C:40]([NH:39][C:37]([C:34]4[CH:35]=[C:36]5[C:31]([CH:30]=[CH:29][NH:28]5)=[CH:32][CH:33]=4)=[O:38])=[CH:41][NH:42]3)=[CH:47][CH:46]=2)=[O:50])[CH2:4]1. The catalyst class is: 3. (4) Reactant: CC(C)(C)[Si]([O:6][CH:7]([CH:18]1[CH2:27][CH2:26][C:21]2([O:25][CH2:24][CH2:23][O:22]2)[CH2:20][CH2:19]1)[C:8]([F:17])([F:16])[C:9]([F:15])([F:14])[C:10]([F:13])([F:12])[F:11])(C)C.CCCC[N+](CCCC)(CCCC)CCCC.[F-]. Product: [F:17][C:8]([F:16])([C:9]([F:14])([F:15])[C:10]([F:11])([F:12])[F:13])[CH:7]([CH:18]1[CH2:19][CH2:20][C:21]2([O:22][CH2:23][CH2:24][O:25]2)[CH2:26][CH2:27]1)[OH:6]. The catalyst class is: 1. (5) Reactant: [CH2:1]([C:3]1[CH:18]=[CH:17][C:6]([O:7][C:8]2[CH:13]=[CH:12][C:11]([N+:14]([O-:16])=[O:15])=[CH:10][N:9]=2)=[CH:5][CH:4]=1)[CH3:2].C1C(=O)N([Br:26])C(=O)C1.C(OOC(=O)C1C=CC=CC=1)(=O)C1C=CC=CC=1. Product: [Br:26][CH:1]([C:3]1[CH:18]=[CH:17][C:6]([O:7][C:8]2[CH:13]=[CH:12][C:11]([N+:14]([O-:16])=[O:15])=[CH:10][N:9]=2)=[CH:5][CH:4]=1)[CH3:2]. The catalyst class is: 53. (6) Reactant: [CH3:1][C:2]([C:4]1[CH:9]=[CH:8][C:7]([Cl:10])=[CH:6][CH:5]=1)=[O:3].C[Si]([N-][Si](C)(C)C)(C)C.[Li+].[C:21](OCC)(=[O:27])[C:22]([O:24][CH2:25][CH3:26])=[O:23]. Product: [CH2:25]([O:24][C:22](=[O:23])[C:21](=[O:27])[CH2:1][C:2]([C:4]1[CH:9]=[CH:8][C:7]([Cl:10])=[CH:6][CH:5]=1)=[O:3])[CH3:26]. The catalyst class is: 28.